From a dataset of Forward reaction prediction with 1.9M reactions from USPTO patents (1976-2016). Predict the product of the given reaction. (1) The product is: [CH3:38][N:36]([CH2:35][CH:30]1[CH2:29][CH2:28][C:27]2[C:32](=[CH:33][CH:34]=[C:25]([O:24][CH2:23][C:22]3[CH:21]=[CH:20][C:19]([NH:18][C:1](=[O:10])[C:2]4[CH:7]=[CH:6][CH:5]=[CH:4][C:3]=4[O:8][CH3:9])=[CH:40][CH:39]=3)[CH:26]=2)[CH2:31]1)[CH3:37]. Given the reactants [C:1](Cl)(=[O:10])[C:2]1[C:3]([O:8][CH3:9])=[CH:4][CH:5]=[CH:6][CH:7]=1.N1C=CC=CC=1.[NH2:18][C:19]1[CH:40]=[CH:39][C:22]([CH2:23][O:24][C:25]2[CH:26]=[C:27]3[C:32](=[CH:33][CH:34]=2)[CH2:31][CH:30]([CH2:35][N:36]([CH3:38])[CH3:37])[CH2:29][CH2:28]3)=[CH:21][CH:20]=1.C(=O)([O-])[O-].[K+].[K+], predict the reaction product. (2) Given the reactants [CH2:1]([NH:3][C:4]1[CH:5]=[C:6]([OH:11])[CH:7]=[CH:8][C:9]=1[CH3:10])[CH3:2].[C:12]1(=O)[C:21]2[C:16]3[C:17](=[CH:22][CH:23]=[CH:24][C:15]=3[C:14](=[O:25])[O:13]1)[CH:18]=[CH:19][CH:20]=2, predict the reaction product. The product is: [CH2:1]([NH:3][C:4]1[CH:5]=[C:6]2[C:7](=[CH:8][C:9]=1[CH3:10])[C:12]([C:21]1[CH:20]=[CH:19][CH:18]=[C:17]3[C:16]=1[C:15]([C:14]([OH:13])=[O:25])=[CH:24][CH:23]=[CH:22]3)=[C:7]1[C:6](=[CH:5][C:4](=[N:3][CH2:1][CH3:2])[C:9]([CH3:10])=[CH:8]1)[O:11]2)[CH3:2]. (3) Given the reactants [C:1]([C:5]1[CH:9]=[C:8]([C:10]([O:12]CC)=[O:11])[N:7]([C:15]2[CH:20]=[CH:19][C:18]([C:21]#[N:22])=[CH:17][CH:16]=2)[N:6]=1)([CH3:4])([CH3:3])[CH3:2].C1COCC1.CCO.O.O[Li].O, predict the reaction product. The product is: [C:1]([C:5]1[CH:9]=[C:8]([C:10]([OH:12])=[O:11])[N:7]([C:15]2[CH:16]=[CH:17][C:18]([C:21]#[N:22])=[CH:19][CH:20]=2)[N:6]=1)([CH3:4])([CH3:2])[CH3:3]. (4) The product is: [F:1][C:2]1[CH:7]=[CH:6][C:5]([N:8]2[C:11](=[O:12])[C@H:10]([S:13][S:47][C:42]3[C:41]([N+:38]([O-:40])=[O:39])=[CH:46][CH:45]=[CH:44][N:43]=3)[C@H:9]2[C:23]2[CH:24]=[CH:25][C:26]([O:27][CH2:28][C:29]([O:31][C:32]([CH3:34])([CH3:33])[CH3:35])=[O:30])=[CH:36][CH:37]=2)=[CH:4][CH:3]=1. Given the reactants [F:1][C:2]1[CH:7]=[CH:6][C:5]([N:8]2[C:11](=[O:12])[C@H:10]([S:13]CC3C=CC(OC)=CC=3)[C@H:9]2[C:23]2[CH:37]=[CH:36][C:26]([O:27][CH2:28][C:29]([O:31][C:32]([CH3:35])([CH3:34])[CH3:33])=[O:30])=[CH:25][CH:24]=2)=[CH:4][CH:3]=1.[N+:38]([C:41]1[C:42]([S:47]Cl)=[N:43][CH:44]=[CH:45][CH:46]=1)([O-:40])=[O:39], predict the reaction product. (5) Given the reactants [F:1][C:2]([F:17])([F:16])[C:3]1[CH:4]=[C:5](B(O)O)[CH:6]=[C:7]([C:9]([F:12])([F:11])[F:10])[CH:8]=1.Br[C:19]1[N:24]=[C:23]([CH:25]=[O:26])[CH:22]=[CH:21][CH:20]=1.C([O-])([O-])=O.[K+].[K+].ClCCl, predict the reaction product. The product is: [F:1][C:2]([F:17])([F:16])[C:3]1[CH:4]=[C:5]([C:19]2[N:24]=[C:23]([CH:25]=[O:26])[CH:22]=[CH:21][CH:20]=2)[CH:6]=[C:7]([C:9]([F:12])([F:11])[F:10])[CH:8]=1. (6) Given the reactants Br[C:2]1[CH:3]=[C:4]2[C:9](=[CH:10][CH:11]=1)[CH2:8][N:7]([CH2:12][C:13]([N:15]1[CH2:20][CH2:19][N:18]([CH:21]3[CH2:24][CH2:23][CH2:22]3)[CH2:17][CH2:16]1)=[O:14])[CH2:6][CH2:5]2.[B:25]1([B:25]2[O:29][C:28]([CH3:31])([CH3:30])[C:27]([CH3:33])([CH3:32])[O:26]2)[O:29][C:28]([CH3:31])([CH3:30])[C:27]([CH3:33])([CH3:32])[O:26]1.C(Cl)(Cl)Cl.CC([O-])=O.[K+], predict the reaction product. The product is: [CH:21]1([N:18]2[CH2:19][CH2:20][N:15]([C:13](=[O:14])[CH2:12][N:7]3[CH2:6][CH2:5][C:4]4[C:9](=[CH:10][CH:11]=[C:2]([B:25]5[O:29][C:28]([CH3:31])([CH3:30])[C:27]([CH3:33])([CH3:32])[O:26]5)[CH:3]=4)[CH2:8]3)[CH2:16][CH2:17]2)[CH2:24][CH2:23][CH2:22]1. (7) Given the reactants Br[C:2]1[CH:3]=[C:4]2[C:9](=[CH:10][CH:11]=1)[C:8]([Cl:12])=[N:7][CH:6]=[CH:5]2.CCN(C(C)C)C(C)C.[CH2:22]([SH:29])[C:23]1[CH:28]=[CH:27][CH:26]=[CH:25][CH:24]=1, predict the reaction product. The product is: [CH2:22]([S:29][C:2]1[CH:3]=[C:4]2[C:9](=[CH:10][CH:11]=1)[C:8]([Cl:12])=[N:7][CH:6]=[CH:5]2)[C:23]1[CH:28]=[CH:27][CH:26]=[CH:25][CH:24]=1.